Dataset: Reaction yield outcomes from USPTO patents with 853,638 reactions. Task: Predict the reaction yield, written as a fraction of the theoretical maximum amount of product (1.0 means a 100% yield; for example, 0.34 means a 34% yield). (1) The reactants are C[O:2][CH:3](OC)[CH2:4][S:5][C:6]1[CH:11]=[CH:10][C:9]([O:12][CH3:13])=[CH:8][CH:7]=1. The catalyst is Cl.CC(C)=O. The product is [CH3:13][O:12][C:9]1[CH:10]=[CH:11][C:6]([S:5][CH2:4][CH:3]=[O:2])=[CH:7][CH:8]=1. The yield is 0.970. (2) The reactants are [C:1]1([C:7]2[CH:24]=[CH:23][C:10]3[CH2:11][N:12](C(OC(C)(C)C)=O)[CH2:13][CH2:14][O:15][C:9]=3[CH:8]=2)[CH:6]=[CH:5][CH:4]=[CH:3][CH:2]=1.C(OCC)(=O)C.[ClH:31]. The catalyst is C(OCC)(=O)C. The product is [ClH:31].[C:1]1([C:7]2[CH:24]=[CH:23][C:10]3[CH2:11][NH:12][CH2:13][CH2:14][O:15][C:9]=3[CH:8]=2)[CH:2]=[CH:3][CH:4]=[CH:5][CH:6]=1. The yield is 0.903.